Dataset: Peptide-MHC class II binding affinity with 134,281 pairs from IEDB. Task: Regression. Given a peptide amino acid sequence and an MHC pseudo amino acid sequence, predict their binding affinity value. This is MHC class II binding data. (1) The peptide sequence is SQDLELSWNLNKLQAY. The MHC is HLA-DQA10301-DQB10302 with pseudo-sequence HLA-DQA10301-DQB10302. The binding affinity (normalized) is 0.269. (2) The peptide sequence is VDPTDYFRNEQSIPP. The MHC is HLA-DQA10104-DQB10503 with pseudo-sequence HLA-DQA10104-DQB10503. The binding affinity (normalized) is 0.417. (3) The MHC is DRB1_0101 with pseudo-sequence DRB1_0101. The peptide sequence is AGGAGGVGAVGGKGG. The binding affinity (normalized) is 0.573. (4) The peptide sequence is TVLKQLVKSGVLAMS. The MHC is DRB1_0405 with pseudo-sequence DRB1_0405. The binding affinity (normalized) is 0.529. (5) The peptide sequence is ASEVFKAVEAYLVAH. The MHC is HLA-DPA10201-DPB10101 with pseudo-sequence HLA-DPA10201-DPB10101. The binding affinity (normalized) is 0.720. (6) The peptide sequence is GRKNGSFIIDGKSRK. The MHC is DRB1_0801 with pseudo-sequence DRB1_0801. The binding affinity (normalized) is 0.434. (7) The peptide sequence is QTNGPWMQVPLEVKR. The MHC is DRB1_0701 with pseudo-sequence DRB1_0701. The binding affinity (normalized) is 0.288.